This data is from NCI-60 drug combinations with 297,098 pairs across 59 cell lines. The task is: Regression. Given two drug SMILES strings and cell line genomic features, predict the synergy score measuring deviation from expected non-interaction effect. Drug 1: CNC(=O)C1=CC=CC=C1SC2=CC3=C(C=C2)C(=NN3)C=CC4=CC=CC=N4. Drug 2: C1=CC(=C2C(=C1NCCNCCO)C(=O)C3=C(C=CC(=C3C2=O)O)O)NCCNCCO. Cell line: KM12. Synergy scores: CSS=57.5, Synergy_ZIP=12.7, Synergy_Bliss=11.1, Synergy_Loewe=14.8, Synergy_HSA=15.8.